Dataset: Cav3 T-type calcium channel HTS with 100,875 compounds. Task: Binary Classification. Given a drug SMILES string, predict its activity (active/inactive) in a high-throughput screening assay against a specified biological target. (1) The molecule is O1C(CCC1)CNC(=O)Cn1c(ccc1)C(=O)c1c(cccc1)C. The result is 0 (inactive). (2) The molecule is o1c(CN(Cc2n(nnn2)C2CCCC2)Cc2ccc(C(C)(C)C)cc2)ccc1. The result is 1 (active).